This data is from Full USPTO retrosynthesis dataset with 1.9M reactions from patents (1976-2016). The task is: Predict the reactants needed to synthesize the given product. (1) Given the product [CH2:8]([N:1]1[CH2:5][CH2:4][C@@H:3]([OH:6])[CH2:2]1)[CH2:9][C:10]1[CH:15]=[CH:14][CH:13]=[CH:12][CH:11]=1, predict the reactants needed to synthesize it. The reactants are: [NH:1]1[CH2:5][CH2:4][C@@H:3]([OH:6])[CH2:2]1.Br[CH2:8][CH2:9][C:10]1[CH:15]=[CH:14][CH:13]=[CH:12][CH:11]=1. (2) Given the product [Cl:1][C:2]1[C:3]2[CH:22]=[C:21]([Cl:23])[CH:20]=[CH:19][C:4]=2[N:5]([CH2:10][C:11]2[CH:12]=[CH:13][C:14]([O:17][CH3:18])=[CH:15][CH:16]=2)[C:6](=[O:9])[CH:7]([CH2:44][C:43]2[CH:46]=[CH:47][C:48]([F:50])=[CH:49][C:42]=2[Cl:41])[N:8]=1, predict the reactants needed to synthesize it. The reactants are: [Cl:1][C:2]1[C:3]2[CH:22]=[C:21]([Cl:23])[CH:20]=[CH:19][C:4]=2[N:5]([CH2:10][C:11]2[CH:16]=[CH:15][C:14]([O:17][CH3:18])=[CH:13][CH:12]=2)[C:6](=[O:9])[CH2:7][N:8]=1.CC(C)([O-])C.[K+].N1C2C=CC=CC=2C=CC=N1.[Cl:41][C:42]1[CH:49]=[C:48]([F:50])[CH:47]=[CH:46][C:43]=1[CH2:44]Br. (3) Given the product [N+:1]([C:4]1[CH:9]=[CH:8][CH:7]=[CH:6][C:5]=1[CH:10]([OH:12])[CH3:11])([O-:3])=[O:2], predict the reactants needed to synthesize it. The reactants are: [N+:1]([C:4]1[CH:9]=[CH:8][CH:7]=[CH:6][C:5]=1[C:10](=[O:12])[CH3:11])([O-:3])=[O:2].